This data is from CYP2C19 inhibition data for predicting drug metabolism from PubChem BioAssay. The task is: Regression/Classification. Given a drug SMILES string, predict its absorption, distribution, metabolism, or excretion properties. Task type varies by dataset: regression for continuous measurements (e.g., permeability, clearance, half-life) or binary classification for categorical outcomes (e.g., BBB penetration, CYP inhibition). Dataset: cyp2c19_veith. The molecule is c1ccc(CNc2ncncc2-c2ccc3c(c2)OCO3)cc1. The result is 1 (inhibitor).